This data is from Peptide-MHC class II binding affinity with 134,281 pairs from IEDB. The task is: Regression. Given a peptide amino acid sequence and an MHC pseudo amino acid sequence, predict their binding affinity value. This is MHC class II binding data. (1) The peptide sequence is LDAAYSVAYKAAVGA. The MHC is DRB1_0401 with pseudo-sequence DRB1_0401. The binding affinity (normalized) is 0.463. (2) The peptide sequence is ESWGAVWRIDTPDKL. The MHC is HLA-DPA10301-DPB10402 with pseudo-sequence HLA-DPA10301-DPB10402. The binding affinity (normalized) is 0.0712. (3) The peptide sequence is GKTPLTLVDICFWST. The MHC is DRB1_0101 with pseudo-sequence DRB1_0101. The binding affinity (normalized) is 0.443. (4) The peptide sequence is LFIRMAWHAAGTYRI. The MHC is DRB1_0301 with pseudo-sequence DRB1_0301. The binding affinity (normalized) is 0.287. (5) The binding affinity (normalized) is 0.241. The MHC is DRB1_0401 with pseudo-sequence DRB1_0401. The peptide sequence is PANPGLIIGALA.